This data is from Full USPTO retrosynthesis dataset with 1.9M reactions from patents (1976-2016). The task is: Predict the reactants needed to synthesize the given product. The reactants are: [Br:1][C:2]1[CH:3]=[C:4]([C:8]2[NH:12][N:11]=[C:10]([SH:13])[N:9]=2)[CH:5]=[CH:6][CH:7]=1.C([O:18][C:19](=[O:22])[CH2:20]Br)(C)(C)C. Given the product [Br:1][C:2]1[CH:3]=[C:4]([C:8]2[NH:12][N:11]=[C:10]([S:13][CH2:20][C:19]([OH:22])=[O:18])[N:9]=2)[CH:5]=[CH:6][CH:7]=1, predict the reactants needed to synthesize it.